Dataset: Full USPTO retrosynthesis dataset with 1.9M reactions from patents (1976-2016). Task: Predict the reactants needed to synthesize the given product. (1) Given the product [CH2:6]([N:13]1[CH2:17][C@@H:16]2[C@:18]([NH:33][C:26](=[O:24])[C:27]3[CH:32]=[CH:31][CH:30]=[CH:29][CH:28]=3)([CH3:21])[CH2:19][CH2:20][C@@H:15]2[CH2:14]1)[C:7]1[CH:8]=[CH:9][CH:10]=[CH:11][CH:12]=1, predict the reactants needed to synthesize it. The reactants are: S(=O)(=O)(O)O.[CH2:6]([N:13]1[CH2:17][C@@H:16]2[C:18](=[CH2:21])[CH2:19][CH2:20][C@@H:15]2[CH2:14]1)[C:7]1[CH:12]=[CH:11][CH:10]=[CH:9][CH:8]=1.C(O)(=[O:24])C.[C:26](#[N:33])[C:27]1[CH:32]=[CH:31][CH:30]=[CH:29][CH:28]=1. (2) Given the product [CH2:1]([O:3][C:4](=[O:38])[C:5]([O:7][C:8]1[CH:9]=[CH:10][C:11]([O:14][CH2:15][CH2:16][C:17]2[N:18]=[C:19]([C:23]3[CH:28]=[CH:27][C:26]([CH2:29][CH3:30])=[CH:25][CH:24]=3)[O:20][C:21]=2[CH3:22])=[CH:12][CH:13]=1)([CH3:37])[CH3:6])[CH3:2], predict the reactants needed to synthesize it. The reactants are: [CH2:1]([O:3][C:4](=[O:38])[C:5]([CH3:37])([O:7][C:8]1[CH:13]=[CH:12][C:11]([O:14][CH2:15][CH2:16][C:17]2[N:18]=[C:19]([C:23]3[CH:28]=[CH:27][C:26]([CH2:29][CH2:30]C4C=CC=CC=4)=[CH:25][CH:24]=3)[O:20][C:21]=2[CH3:22])=[CH:10][CH:9]=1)[CH3:6])[CH3:2]. (3) Given the product [Br:22][C:13]1[C:12]2[O:23][CH:9]([CH2:10][OH:4])[CH2:8][C:11]=2[CH:16]=[C:15]([CH:17]2[CH2:18][CH2:19][CH2:20][CH2:21]2)[CH:14]=1, predict the reactants needed to synthesize it. The reactants are: C([O:4]CC=C)C=C.[CH2:8]([C:11]1[CH:16]=[C:15]([CH:17]2[CH2:21][CH2:20][CH2:19][CH2:18]2)[CH:14]=[C:13]([Br:22])[C:12]=1[OH:23])[CH:9]=[CH2:10].ClC1C=C(C=CC=1)C(OO)=O.C(=O)([O-])[O-].[K+].[K+]. (4) Given the product [F:3][C:4]1[CH:9]=[CH:8][C:7]([S:10]([NH:13][C:14]2[C:23]([C:24]([OH:26])=[O:25])=[C:22]3[C:17]([CH:18]4[CH2:28][CH:19]4[CH2:20][O:21]3)=[CH:16][CH:15]=2)(=[O:11])=[O:12])=[C:6]([CH:29]=[CH2:30])[CH:5]=1, predict the reactants needed to synthesize it. The reactants are: [OH-].[Li+].[F:3][C:4]1[CH:9]=[CH:8][C:7]([S:10]([NH:13][C:14]2[C:23]([C:24]([O:26]C)=[O:25])=[C:22]3[C:17]([CH:18]4[CH2:28][CH:19]4[CH2:20][O:21]3)=[CH:16][CH:15]=2)(=[O:12])=[O:11])=[C:6]([CH:29]=[CH2:30])[CH:5]=1. (5) Given the product [N+:8]([C:7]1[C:2]([NH:18][C:17]2[CH:16]=[CH:15][CH:14]=[CH:13][C:12]=2[CH3:11])=[N:3][CH:4]=[CH:5][CH:6]=1)([O-:10])=[O:9], predict the reactants needed to synthesize it. The reactants are: Cl[C:2]1[C:7]([N+:8]([O-:10])=[O:9])=[CH:6][CH:5]=[CH:4][N:3]=1.[CH3:11][C:12]1[CH:13]=[CH:14][CH:15]=[CH:16][C:17]=1[NH2:18].CCN(CC)CC. (6) Given the product [CH2:11]([N:13]1[C:1]([C:2]2[CH:7]=[CH:6][N:5]=[CH:4][CH:3]=2)=[N:9][N:10]=[C:14]1[SH:15])[CH3:12], predict the reactants needed to synthesize it. The reactants are: [C:1]([NH:9][NH2:10])(=O)[C:2]1[CH:7]=[CH:6][N:5]=[CH:4][CH:3]=1.[CH2:11]([N:13]=[C:14]=[S:15])[CH3:12].O.C([O-])([O-])=O.[K+].[K+].